Dataset: Catalyst prediction with 721,799 reactions and 888 catalyst types from USPTO. Task: Predict which catalyst facilitates the given reaction. (1) Reactant: C(NC(=O)CCN1CCC([NH:18][CH2:19][C@H:20](O)[C:21]2[CH:30]=[CH:29][C:28](O)=[C:27]3[C:22]=2C=CC(=O)N3)CC1)C1C=CC=CC=1.[Si:35]([O:42][C@H:43]([C:57]1[CH:66]=[CH:65][C:64]([OH:67])=[C:63]2[C:58]=1[CH:59]=[CH:60][C:61](=[O:68])[NH:62]2)[CH2:44][NH:45][CH:46]1[CH2:51][CH2:50][N:49]([CH2:52][CH2:53][C:54](O)=[O:55])[CH2:48][CH2:47]1)([C:38]([CH3:41])([CH3:40])[CH3:39])([CH3:37])[CH3:36].C1(CCN)C=CC=CC=1.CN(C(ON1N=NC2C=CC=NC1=2)=[N+](C)C)C.F[P-](F)(F)(F)(F)F. Product: [Si:35]([O:42][C@H:43]([C:57]1[CH:66]=[CH:65][C:64]([OH:67])=[C:63]2[C:58]=1[CH:59]=[CH:60][C:61](=[O:68])[NH:62]2)[CH2:44][NH:45][CH:46]1[CH2:47][CH2:48][N:49]([CH2:52][CH2:53][C:54]([NH:18][CH2:19][CH2:20][C:21]2[CH:30]=[CH:29][CH:28]=[CH:27][CH:22]=2)=[O:55])[CH2:50][CH2:51]1)([C:38]([CH3:41])([CH3:40])[CH3:39])([CH3:36])[CH3:37]. The catalyst class is: 338. (2) Reactant: [F:1][C:2]1[CH:3]=[CH:4][C:5]([N:8]2[CH:12]=[C:11]([C:13]([O:15]C)=[O:14])[C:10]([C:17]3[CH:22]=[CH:21][CH:20]=[CH:19][CH:18]=3)=[N:9]2)=[N:6][CH:7]=1.[OH-].[Na+:24].[ClH:25]. Product: [Cl-:25].[Na+:24].[F:1][C:2]1[CH:3]=[CH:4][C:5]([N:8]2[CH:12]=[C:11]([C:13]([OH:15])=[O:14])[C:10]([C:17]3[CH:18]=[CH:19][CH:20]=[CH:21][CH:22]=3)=[N:9]2)=[N:6][CH:7]=1. The catalyst class is: 92. (3) Reactant: [Cl:1][C:2]1[CH:7]=[CH:6][C:5]([N+:8]([O-])=O)=[CH:4][C:3]=1[CH2:11][C:12]([O:14][CH2:15][CH3:16])=[O:13].Cl. Product: [NH2:8][C:5]1[CH:6]=[CH:7][C:2]([Cl:1])=[C:3]([CH2:11][C:12]([O:14][CH2:15][CH3:16])=[O:13])[CH:4]=1. The catalyst class is: 447.